Dataset: Forward reaction prediction with 1.9M reactions from USPTO patents (1976-2016). Task: Predict the product of the given reaction. (1) Given the reactants [NH2:1][C:2]1[N:7]([NH2:8])[C:6](=[O:9])[CH:5]=[C:4]([CH3:10])[N:3]=1.[C:11](Cl)(=O)[CH:12]([CH3:14])[CH3:13], predict the reaction product. The product is: [CH3:10][C:4]1[CH:5]=[C:6]([OH:9])[N:7]2[N:8]=[C:11]([CH:12]([CH3:14])[CH3:13])[N:1]=[C:2]2[N:3]=1. (2) The product is: [CH3:25][S:22]([N:13]([CH2:12][C:8]1[CH:7]=[C:6]([CH2:5][C:4]([OH:26])=[O:3])[CH:11]=[CH:10][CH:9]=1)[CH2:14][C:15]1[CH:16]=[CH:17][C:18]([CH3:21])=[CH:19][CH:20]=1)(=[O:24])=[O:23]. Given the reactants C([O:3][C:4](=[O:26])[CH2:5][C:6]1[CH:11]=[CH:10][CH:9]=[C:8]([CH2:12][N:13]([S:22]([CH3:25])(=[O:24])=[O:23])[CH2:14][C:15]2[CH:20]=[CH:19][C:18]([CH3:21])=[CH:17][CH:16]=2)[CH:7]=1)C.[OH-].[Na+], predict the reaction product. (3) Given the reactants [O:1]1[C:5]2[CH:6]=[CH:7][C:8]([C:10]3([C:13](Cl)=[O:14])[CH2:12][CH2:11]3)=[CH:9][C:4]=2[O:3][CH2:2]1.[S:16]([C:26]1[C:31]([NH2:32])=[CH:30][CH:29]=[CH:28][N:27]=1)([C:19]1[CH:25]=[CH:24][C:22]([CH3:23])=[CH:21][CH:20]=1)(=[O:18])=[O:17], predict the reaction product. The product is: [O:1]1[C:5]2[CH:6]=[CH:7][C:8]([C:10]3([C:13]([NH:32][C:31]4[C:26]([S:16]([C:19]5[CH:20]=[CH:21][C:22]([CH3:23])=[CH:24][CH:25]=5)(=[O:18])=[O:17])=[N:27][CH:28]=[CH:29][CH:30]=4)=[O:14])[CH2:12][CH2:11]3)=[CH:9][C:4]=2[O:3][CH2:2]1. (4) Given the reactants N[C@@H:2]1[C@@H:7]([O:8][CH2:9][C:10]2[CH:15]=[CH:14][CH:13]=[CH:12][CH:11]=2)[C@H:6]([O:16][CH2:17][C:18]2[CH:23]=[CH:22][CH:21]=[CH:20][CH:19]=2)[C@@H:5]([CH2:24][O:25][CH2:26][C:27]2[CH:32]=[CH:31][CH:30]=[CH:29][CH:28]=2)[O:4][C@H:3]1[O:33][C@@H:34]1[C@@H:47]([CH2:48][O:49][CH2:50][C:51]2[CH:56]=[CH:55][CH:54]=[CH:53][CH:52]=2)[O:46][C@H:37]([O:38][CH2:39][C:40]2[CH:45]=[CH:44][CH:43]=[CH:42][CH:41]=2)[C@H:36]([NH:57][C:58](=[O:60])[CH3:59])[C@H:35]1[O:61][CH2:62][CH:63]=[CH2:64].[Cl:65][C:66]([Cl:73])([Cl:72])[CH2:67][O:68][C:69](Cl)=[O:70].ClCCl.CO.ClCCl.[N:82]1C=CC=CC=1, predict the reaction product. The product is: [CH2:9]([O:8][C@H:7]1[C@H:6]([O:16][CH2:17][C:18]2[CH:19]=[CH:20][CH:21]=[CH:22][CH:23]=2)[C@@H:5]([CH2:24][O:25][CH2:26][C:27]2[CH:28]=[CH:29][CH:30]=[CH:31][CH:32]=2)[O:4][C@@:3]([NH2:82])([O:33][C@@H:34]2[C@@H:47]([CH2:48][O:49][CH2:50][C:51]3[CH:56]=[CH:55][CH:54]=[CH:53][CH:52]=3)[O:46][C@H:37]([O:38][CH2:39][C:40]3[CH:45]=[CH:44][CH:43]=[CH:42][CH:41]=3)[C@H:36]([NH:57][C:58](=[O:60])[CH3:59])[C@H:35]2[O:61][CH2:62][CH:63]=[CH2:64])[C@@H:2]1[C:69]([O:68][CH2:67][C:66]([Cl:73])([Cl:72])[Cl:65])=[O:70])[C:10]1[CH:15]=[CH:14][CH:13]=[CH:12][CH:11]=1. (5) Given the reactants O=P12OP3(OP(OP(O3)(O1)=O)(=O)O2)=O.[C:15]1([CH2:21][CH2:22][CH2:23][NH:24][CH:25]=O)[CH:20]=[CH:19][CH:18]=[CH:17][CH:16]=1, predict the reaction product. The product is: [CH:25]1[C:16]2[CH:17]=[CH:18][CH:19]=[CH:20][C:15]=2[CH2:21][CH2:22][CH2:23][N:24]=1. (6) Given the reactants [Cl:1][C:2]1[C:3]([NH:26][C:27]2[CH:32]=[CH:31][C:30]([O:33][CH3:34])=[CH:29][C:28]=2[N:35]2[CH:39]=[CH:38][CH:37]=[N:36]2)=[N:4][C:5]([NH:8][C:9]2[CH:10]=[CH:11][C:12]3[CH2:18][CH2:17][CH:16](N4CCOCC4)[CH2:15][CH2:14][C:13]=3[CH:25]=2)=[N:6][CH:7]=1.NC1C=CC2CCC([OH:51])CCC=2C=1, predict the reaction product. The product is: [Cl:1][C:2]1[C:3]([NH:26][C:27]2[CH:32]=[CH:31][C:30]([O:33][CH3:34])=[CH:29][C:28]=2[N:35]2[CH:39]=[CH:38][CH:37]=[N:36]2)=[N:4][C:5]([NH:8][C:9]2[CH:10]=[CH:11][C:12]3[CH2:18][CH2:17][CH:16]([OH:51])[CH2:15][CH2:14][C:13]=3[CH:25]=2)=[N:6][CH:7]=1. (7) Given the reactants [CH3:1][C:2]([C:4]1[CH:5]=[CH:6][C:7]([OH:10])=[CH:8][CH:9]=1)=[O:3].CC(C)([O-])C.[Na+].[C:17](OCC)(=[O:22])[CH2:18][CH2:19][CH2:20][CH3:21], predict the reaction product. The product is: [OH:10][C:7]1[CH:8]=[CH:9][C:4]([C:2](=[O:3])[CH2:1][C:17](=[O:22])[CH2:18][CH2:19][CH2:20][CH3:21])=[CH:5][CH:6]=1.